Dataset: Forward reaction prediction with 1.9M reactions from USPTO patents (1976-2016). Task: Predict the product of the given reaction. Given the reactants C([O-])(O)=O.C([O-])(O)=O.C([O-])(O)=O.C([O-])(O)=O.[Zr+4:17].[P:18](=[O:22])([OH:21])([OH:20])[OH:19].[OH-].[K+], predict the reaction product. The product is: [P:18]([O-:22])([O-:21])([O-:20])=[O:19].[Zr+4:17].[P:18]([O-:22])([O-:21])([O-:20])=[O:19].[P:18]([O-:22])([O-:21])([O-:20])=[O:19].[P:18]([O-:22])([O-:21])([O-:20])=[O:19].[Zr+4:17].[Zr+4:17].